From a dataset of Reaction yield outcomes from USPTO patents with 853,638 reactions. Predict the reaction yield, written as a fraction of the theoretical maximum amount of product (1.0 means a 100% yield; for example, 0.34 means a 34% yield). (1) The reactants are [NH2:1][CH:2]([CH2:8][C:9]1[S:10][C:11]2[CH:17]=[CH:16][CH:15]=[CH:14][C:12]=2[N:13]=1)[C:3]([N:5]([CH3:7])[CH3:6])=[O:4].[NH2:18][C:19]1[N:28]=[C:27]([N:29]2[CH2:34][CH2:33][N:32]([CH3:35])[CH2:31][CH2:30]2)[C:26]2[C:21](=[CH:22][C:23]([C:36](O)=[O:37])=[CH:24][CH:25]=2)[N:20]=1.C(N(CC)C(C)C)(C)C. The catalyst is CN(C)C=O. The product is [NH2:18][C:19]1[N:28]=[C:27]([N:29]2[CH2:30][CH2:31][N:32]([CH3:35])[CH2:33][CH2:34]2)[C:26]2[C:21](=[CH:22][C:23]([C:36]([NH:1][CH:2]([CH2:8][C:9]3[S:10][C:11]4[CH:17]=[CH:16][CH:15]=[CH:14][C:12]=4[N:13]=3)[C:3]([N:5]([CH3:6])[CH3:7])=[O:4])=[O:37])=[CH:24][CH:25]=2)[N:20]=1. The yield is 0.490. (2) The reactants are [CH2:1]([NH:8][C:9]([O:11][CH2:12][CH:13]1[CH:17]([OH:18])[CH2:16][CH:15]([OH:19])[CH:14]1[CH2:20][CH:21]=[CH:22][CH2:23][CH2:24][CH2:25][C:26]([O:28]C)=[O:27])=[O:10])[C:2]1[CH:7]=[CH:6][CH:5]=[CH:4][CH:3]=1.[OH-].[OH-].[Li+]. The catalyst is O. The product is [CH2:1]([NH:8][C:9]([O:11][CH2:12][CH:13]1[CH:17]([OH:18])[CH2:16][CH:15]([OH:19])[CH:14]1[CH2:20][CH:21]=[CH:22][CH2:23][CH2:24][CH2:25][C:26]([OH:28])=[O:27])=[O:10])[C:2]1[CH:7]=[CH:6][CH:5]=[CH:4][CH:3]=1. The yield is 0.920. (3) The reactants are [O:1]=[C:2]([O:8][C@H:9]1[CH2:14][C@@H:13]2[C:15]([CH3:17])([CH3:16])[C@@:10]1(C)[CH2:11][CH2:12]2)[CH2:3][CH2:4][C:5]([OH:7])=[O:6].[CH:19]1[CH:24]=[CH:23][C:22]([CH:25](O)CNC2N=CC=CC=2)=[CH:21][CH:20]=1.Cl.[CH2:36](N(CC)CC)C. The catalyst is CC(OC)(C)C. The product is [C:5]([O:7][CH2:25][C:22]1[CH:23]=[CH:24][CH:19]=[CH:20][CH:21]=1)(=[O:6])[CH2:4][CH2:3][C:2]([O:8][CH:9]1[CH2:14][CH:13]([CH3:36])[CH:12]2[CH2:11][CH:10]1[C:15]2([CH3:16])[CH3:17])=[O:1]. The yield is 0.730. (4) The reactants are [C:1]1([C:14]2[CH:19]=[CH:18][CH:17]=[CH:16][CH:15]=2)[CH:6]=[CH:5][C:4]([NH:7][C:8](=[O:13])[CH2:9][C:10]([OH:12])=O)=[CH:3][CH:2]=1.CCN(C(C)C)C(C)C.C1C=CC2N(O)N=NC=2C=1.CCN=C=NCCCN(C)C.Cl.Cl.Cl.[C:53]([C:57]1[CH:62]=[CH:61][CH:60]=[CH:59][C:58]=1[NH:63][CH:64]1[CH2:69][CH2:68][NH:67][CH2:66][CH2:65]1)([CH3:56])([CH3:55])[CH3:54]. The catalyst is CN(C=O)C.O. The product is [C:1]1([C:14]2[CH:19]=[CH:18][CH:17]=[CH:16][CH:15]=2)[CH:2]=[CH:3][C:4]([NH:7][C:8](=[O:13])[CH2:9][C:10]([N:67]2[CH2:68][CH2:69][CH:64]([NH:63][C:58]3[CH:59]=[CH:60][CH:61]=[CH:62][C:57]=3[C:53]([CH3:56])([CH3:55])[CH3:54])[CH2:65][CH2:66]2)=[O:12])=[CH:5][CH:6]=1. The yield is 0.400. (5) The reactants are [CH:1]([C:4]1[CH:9]=[CH:8][C:7]([CH:10]2[C:14]3[C:15]([CH3:30])=[C:16]([NH:21][C:22](=[O:29])OCC(Cl)(Cl)Cl)[C:17]([CH3:20])=[C:18]([CH3:19])[C:13]=3[O:12][CH2:11]2)=[CH:6][CH:5]=1)([CH3:3])[CH3:2].[NH2:31][CH2:32][CH2:33][CH2:34][OH:35]. The catalyst is CCCCCC.C(OCC)(=O)C. The product is [OH:35][CH2:34][CH2:33][CH2:32][NH:31][C:22]([NH:21][C:16]1[C:17]([CH3:20])=[C:18]([CH3:19])[C:13]2[O:12][CH2:11][CH:10]([C:7]3[CH:6]=[CH:5][C:4]([CH:1]([CH3:2])[CH3:3])=[CH:9][CH:8]=3)[C:14]=2[C:15]=1[CH3:30])=[O:29]. The yield is 0.330. (6) The reactants are Br[C:2]1[CH:7]=[CH:6][C:5]([C:8]2[C:9]3[CH:23]=[CH:22][C:21]4[C:16](=[CH:17][CH:18]=[CH:19][CH:20]=4)[C:10]=3[NH:11][C:12](=[O:15])[CH2:13][N:14]=2)=[CH:4][CH:3]=1.C(=[NH:37])(C1C=CC=CC=1)C1C=CC=CC=1.CC(C)([O-])C.[Na+].C1(P(C2C=CC=CC=2)C2C3OC4C(=CC=CC=4P(C4C=CC=CC=4)C4C=CC=CC=4)C(C)(C)C=3C=CC=2)C=CC=CC=1. The catalyst is O1CCOCC1.C([O-])(=O)C.[Pd+2].C([O-])(=O)C.O. The product is [NH2:37][C:2]1[CH:7]=[CH:6][C:5]([C:8]2[C:9]3[CH:23]=[CH:22][C:21]4[C:16](=[CH:17][CH:18]=[CH:19][CH:20]=4)[C:10]=3[NH:11][C:12](=[O:15])[CH2:13][N:14]=2)=[CH:4][CH:3]=1. The yield is 0.490. (7) The reactants are [F:1][C:2]1[CH:7]=[CH:6][CH:5]=[CH:4][C:3]=1[C:8]1[NH:16][C:15]2[CH:14]=[N:13][CH:12]=[N:11][C:10]=2[C:9]=1[C:17]#[N:18].[CH3:19][O:20][C:21]1[CH:26]=[CH:25][C:24]([C:27]2[S:31][C:30]([CH2:32]OS(C)(=O)=O)=[N:29][N:28]=2)=[C:23]([C:38]([F:41])([F:40])[F:39])[CH:22]=1.[H-].[Na+]. The catalyst is CN(C=O)C. The product is [F:1][C:2]1[CH:7]=[CH:6][CH:5]=[CH:4][C:3]=1[C:8]1[C:9]([C:17]#[N:18])=[C:10]2[C:15]([N:16]=1)=[CH:14][N:13]([CH2:32][C:30]1[S:31][C:27]([C:24]3[CH:25]=[CH:26][C:21]([O:20][CH3:19])=[CH:22][C:23]=3[C:38]([F:41])([F:39])[F:40])=[N:28][N:29]=1)[CH:12]=[N:11]2. The yield is 0.0800.